Dataset: Full USPTO retrosynthesis dataset with 1.9M reactions from patents (1976-2016). Task: Predict the reactants needed to synthesize the given product. (1) Given the product [Cl:23][C:24]1[CH:25]=[C:26]([C@@H:31]2[CH2:40][CH2:39][C@H:38]([NH:41][CH3:42])[C:37]3[CH:36]=[C:35]([C:43](=[S:10])[NH2:45])[CH:34]=[CH:33][C:32]2=3)[CH:27]=[CH:28][C:29]=1[Cl:30], predict the reactants needed to synthesize it. The reactants are: COC1C=CC(P2(SP(C3C=CC(OC)=CC=3)(=S)S2)=[S:10])=CC=1.[Cl:23][C:24]1[CH:25]=[C:26]([C@@H:31]2[CH2:40][CH2:39][C@H:38]([NH:41][CH3:42])[C:37]3[CH:36]=[C:35]([C:43]([NH2:45])=O)[CH:34]=[CH:33][C:32]2=3)[CH:27]=[CH:28][C:29]=1[Cl:30]. (2) Given the product [B:5]([C:8]1[CH:9]=[CH:10][C:11]([CH2:14][CH2:15][CH2:16][C:17]([OH:19])=[O:18])=[CH:12][CH:13]=1)([OH:6])[OH:4], predict the reactants needed to synthesize it. The reactants are: CC1(C)C[O:6][B:5]([C:8]2[CH:13]=[CH:12][C:11]([CH2:14][CH2:15][CH2:16][C:17]([OH:19])=[O:18])=[CH:10][CH:9]=2)[O:4]C1.[OH-].[Na+].